Dataset: Full USPTO retrosynthesis dataset with 1.9M reactions from patents (1976-2016). Task: Predict the reactants needed to synthesize the given product. (1) Given the product [OH:3][CH2:4][CH:5]1[CH2:9][CH2:8][N:7]([C:10]2[N:15]=[C:14]([C:16]([NH:18][C:19]3[C:20]([CH3:30])=[CH:21][C:22]([C:23]([OH:25])=[O:24])=[CH:27][C:28]=3[CH3:29])=[O:17])[C:13]([CH3:31])=[CH:12][CH:11]=2)[CH2:6]1, predict the reactants needed to synthesize it. The reactants are: [OH-].[Na+].[OH:3][CH2:4][CH:5]1[CH2:9][CH2:8][N:7]([C:10]2[N:15]=[C:14]([C:16]([NH:18][C:19]3[C:28]([CH3:29])=[CH:27][C:22]([C:23]([O:25]C)=[O:24])=[CH:21][C:20]=3[CH3:30])=[O:17])[C:13]([CH3:31])=[CH:12][CH:11]=2)[CH2:6]1.CO. (2) The reactants are: [CH3:1][O:2][C:3]([O:9][CH3:10])([CH3:8])[C:4](OC)=[O:5].[CH2:11]([NH2:18])[C:12]1[CH:17]=[CH:16][CH:15]=[CH:14][CH:13]=1. Given the product [CH2:11]([NH:18][C:4](=[O:5])[C:3]([O:9][CH3:10])([O:2][CH3:1])[CH3:8])[C:12]1[CH:17]=[CH:16][CH:15]=[CH:14][CH:13]=1, predict the reactants needed to synthesize it. (3) The reactants are: [F:1][C:2]1[CH:31]=[CH:30][C:5]2[C:6](=[O:29])[N:7]=[C:8]([C:10]3[N:15]=[C:14]([CH2:16][CH2:17][C:18]([O:20]C(C)(C)C)=[O:19])[CH:13]=[C:12]([S:25]([CH3:28])(=[O:27])=[O:26])[CH:11]=3)[S:9][C:4]=2[CH:3]=1. Given the product [F:1][C:2]1[CH:31]=[CH:30][C:5]2[C:6](=[O:29])[N:7]=[C:8]([C:10]3[N:15]=[C:14]([CH2:16][CH2:17][C:18]([OH:20])=[O:19])[CH:13]=[C:12]([S:25]([CH3:28])(=[O:26])=[O:27])[CH:11]=3)[S:9][C:4]=2[CH:3]=1, predict the reactants needed to synthesize it. (4) Given the product [F:28][C:2]1([F:1])[CH2:27][C:6]2[S:7][C:8]([NH:16][C:17]([CH:19]3[CH2:29][CH2:23][CH2:22][CH2:21][CH:20]3[C:24]([OH:26])=[O:25])=[O:18])=[C:9]([C:10]3[S:11][CH:12]=[C:13]([CH3:15])[N:14]=3)[C:5]=2[CH2:4][CH2:3]1, predict the reactants needed to synthesize it. The reactants are: [F:1][C:2]1([F:28])[CH2:27][C:6]2[S:7][C:8]([NH:16][C:17]([C:19]3[CH2:23][CH2:22][CH2:21][C:20]=3[C:24]([OH:26])=[O:25])=[O:18])=[C:9]([C:10]3[S:11][CH:12]=[C:13]([CH3:15])[N:14]=3)[C:5]=2[CH2:4][CH2:3]1.[C@@H:29]12C(=O)OC(=O)[C@@H]1CCCC2. (5) The reactants are: [CH3:1][CH:2]([OH:9])[CH2:3][CH2:4][CH2:5][CH2:6][CH:7]=[CH2:8].ICC(N)=O.N(/C(C#N)(C)C[CH2:19][C:20]([OH:22])=[O:21])=N\C(C#N)(C)C[CH2:19][C:20]([OH:22])=[O:21]. Given the product [OH:9][CH:2]([CH3:1])[CH2:3][CH2:4][CH2:5][CH2:6][CH:7]1[O:22][C:20](=[O:21])[CH2:19][CH2:8]1, predict the reactants needed to synthesize it.